Task: Binary Classification. Given a miRNA mature sequence and a target amino acid sequence, predict their likelihood of interaction.. Dataset: Experimentally validated miRNA-target interactions with 360,000+ pairs, plus equal number of negative samples (1) The miRNA is mmu-miR-200c-3p with sequence UAAUACUGCCGGGUAAUGAUGGA. The protein sequence of the target gene is MVFSNSDDGLINKKLPKELLLRIFSFLDIVTLCRCAQISKAWNILALDGSNWQRVDLFNFQTDVEGRVVENISKRCGGFLRKLSLRGCIGVGDSSLKTFAQNCRNIEHLNLNGCTKITDSTCYSLSRFCSKLKHLDLTSCVSVTNSSLKGISEGCRNLEYLNLSWCDQITKEGIEALVRGCRGLKALLLRGCTQLEDEALKHIQNHCHELVSLNLQSCSRITDDGVVQICRGCHRLQALCLSGCSNLTDASLTALGLNCPRLQVLEAARCSHLTDAGFTLLARNCHELEKMDLEECVLIT.... Result: 0 (no interaction). (2) The miRNA is mmu-miR-7026-5p with sequence UUCUGAGACCAUGGGGUAUAU. The protein sequence of the target gene is MATTHAQGHQPVLGNDTLREHYDYVGKLAGRLRDPPEGGTLITTILFLVTCSFIVLENLMVLIAIWKNNKFHNRMYFFIGNLALCDLLAGIAYKVNILMSGRKTFSLSPTVWFLREGSMFVALGASTCSLLAIAIERHLTMIKMRPYDANKKHRVFLLIGMCWLIAFSLGALPILGWNCLENFPDCSTILPLYSKKYIAFLISIFTAILVTIVILYARIYCLVKSSSRRVANHNSERSMALLRTVVIVVSVFIACWSPLFILFLIDVACRAKECSILFKSQWFIMLAVLNSAMNPVIYTL.... Result: 0 (no interaction). (3) The miRNA is dre-let-7a with sequence UGAGGUAGUAGGUUGUAUAGUU. Result: 0 (no interaction). The protein sequence of the target gene is MAAARHSTLDFKLGAKADGEAILKGLQSIFQEQGMTESVHTWQDHGYLATYTNKNGSFANLRIYPHGLVLLDLQSYDSDVQGKQETDSLLNKIEEKMKELSQDSTGRVKRLPPIVRGGAIDRYWPTADGRLVEYDIDEVVYDEDSPYQNIKILHSKQFGNILILSGDVNLAESDLAYTRAIMGSGKEDYTGKDVLILGGGDGGILCEIVKLKPKMVTMVEIDQMVIDGCKKYMRRTCGDVLDNLRGDCYQVLIEDCIPVLKMYAKEGREFDYVINDLTAVPISTSPEEDSTWDFLRLILD....